This data is from Reaction yield outcomes from USPTO patents with 853,638 reactions. The task is: Predict the reaction yield, written as a fraction of the theoretical maximum amount of product (1.0 means a 100% yield; for example, 0.34 means a 34% yield). (1) The reactants are [CH2:1]([NH:8][C:9]1[CH:10]=[CH:11][C:12]([OH:19])=[C:13]([CH:18]=1)[C:14]([O:16][CH3:17])=[O:15])[C:2]1[CH:7]=[CH:6][CH:5]=[CH:4][CH:3]=1.[CH2:20]([N:27]([CH2:38][C:39](O)=[O:40])[S:28]([C:31]1[CH:36]=[CH:35][C:34]([CH3:37])=[CH:33][CH:32]=1)(=[O:30])=[O:29])[C:21]1[CH:26]=[CH:25][CH:24]=[CH:23][CH:22]=1. The catalyst is C(Cl)Cl. The product is [CH2:1]([N:8]([C:9]1[CH:10]=[CH:11][C:12]([OH:19])=[C:13]([CH:18]=1)[C:14]([O:16][CH3:17])=[O:15])[C:39](=[O:40])[CH2:38][N:27]([CH2:20][C:21]1[CH:22]=[CH:23][CH:24]=[CH:25][CH:26]=1)[S:28]([C:31]1[CH:36]=[CH:35][C:34]([CH3:37])=[CH:33][CH:32]=1)(=[O:30])=[O:29])[C:2]1[CH:3]=[CH:4][CH:5]=[CH:6][CH:7]=1. The yield is 0.500. (2) The reactants are [CH3:1][N:2]([CH3:33])[CH2:3][CH2:4][N:5]1[C:9]2[CH:10]=[CH:11][C:12]([S:14]([CH:17]3[CH2:20][N:19](C(OC(C)(C)C)=O)[CH2:18]3)(=[O:16])=[O:15])=[CH:13][C:8]=2[N:7]=[C:6]1[CH2:28][C:29]([CH3:32])([CH3:31])[CH3:30].Cl[Si](C)(C)C. The catalyst is CO. The product is [NH:19]1[CH2:20][CH:17]([S:14]([C:12]2[CH:11]=[CH:10][C:9]3[N:5]([CH2:4][CH2:3][N:2]([CH3:33])[CH3:1])[C:6]([CH2:28][C:29]([CH3:32])([CH3:31])[CH3:30])=[N:7][C:8]=3[CH:13]=2)(=[O:15])=[O:16])[CH2:18]1. The yield is 0.970. (3) The yield is 0.860. The product is [Cl:1][C:2]1[CH:7]=[C:6]([N:19]2[CH2:24][CH2:23][O:22][CH2:21][CH2:20]2)[N:5]2[N:9]=[C:10]([C:12]3[CH:17]=[CH:16][CH:15]=[CH:14][C:13]=3[CH3:18])[CH:11]=[C:4]2[N:3]=1. The reactants are [Cl:1][C:2]1[CH:7]=[C:6](Cl)[N:5]2[N:9]=[C:10]([C:12]3[CH:17]=[CH:16][CH:15]=[CH:14][C:13]=3[CH3:18])[CH:11]=[C:4]2[N:3]=1.[NH:19]1[CH2:24][CH2:23][O:22][CH2:21][CH2:20]1. The catalyst is O1CCOCC1. (4) The reactants are [Cl:1][C:2]1[CH:10]=[C:9]2[C:5]([C:6]([C:11](=[O:16])[C:12]([F:15])([F:14])[F:13])=[CH:7][NH:8]2)=[CH:4][CH:3]=1.[H-].[Na+].[CH3:19][N:20]([CH2:22][C:23](Cl)=O)[CH3:21].CN(C=[O:30])C. No catalyst specified. The yield is 0.610. The product is [Cl:1][C:2]1[CH:10]=[C:9]2[C:5]([C:6]([C:11](=[O:16])[C:12]([F:13])([F:14])[F:15])=[CH:7][N:8]2[CH2:23][C:22]([N:20]([CH3:21])[CH3:19])=[O:30])=[CH:4][CH:3]=1. (5) The reactants are Cl[C:2]1[N:7]=[CH:6][N:5]=[C:4]([NH2:8])[C:3]=1[O:9][CH2:10][CH3:11].FC(F)(F)C(O)=O.[N:19]1([CH2:23][CH2:24][N:25]2[CH:29]=[C:28]([C:30]3[CH:35]=[CH:34][C:33]([F:36])=[C:32]([C:37]([F:40])([F:39])[F:38])[CH:31]=3)[N:27]=[C:26]2[CH:41]2[CH2:46][CH2:45][NH:44][CH2:43][CH2:42]2)[CH2:22][CH2:21][CH2:20]1.C([O-])([O-])=O.[Cs+].[Cs+]. The catalyst is CS(C)=O. The product is [N:19]1([CH2:23][CH2:24][N:25]2[CH:29]=[C:28]([C:30]3[CH:35]=[CH:34][C:33]([F:36])=[C:32]([C:37]([F:40])([F:38])[F:39])[CH:31]=3)[N:27]=[C:26]2[CH:41]2[CH2:42][CH2:43][N:44]([C:2]3[N:7]=[CH:6][N:5]=[C:4]([NH2:8])[C:3]=3[O:9][CH2:10][CH3:11])[CH2:45][CH2:46]2)[CH2:20][CH2:21][CH2:22]1. The yield is 0.240. (6) The reactants are Cl[C:2]1[N:7]2[N:8]=[CH:9][CH:10]=[C:6]2[N:5]=[C:4]([C:11]2[CH:16]=[CH:15][C:14]([C:17]([F:20])([F:19])[F:18])=[CH:13][CH:12]=2)[CH:3]=1.[CH3:21][Zn]C.C1(C)C=CC=CC=1.[NH4+].[Cl-]. The catalyst is C1COCC1. The product is [CH3:21][C:2]1[N:7]2[N:8]=[CH:9][CH:10]=[C:6]2[N:5]=[C:4]([C:11]2[CH:16]=[CH:15][C:14]([C:17]([F:20])([F:19])[F:18])=[CH:13][CH:12]=2)[CH:3]=1. The yield is 0.840. (7) The reactants are [Br:1][C:2]1[S:3][C:4]([C:8]([OH:10])=O)=[C:5]([Br:7])[N:6]=1.S(Cl)(Cl)=O.CN(C)C=O.C(N(CC)CC)C.[CH2:27]([NH2:30])[CH:28]=[CH2:29]. The catalyst is ClCCl.O. The product is [CH2:27]([NH:30][C:8]([C:4]1[S:3][C:2]([Br:1])=[N:6][C:5]=1[Br:7])=[O:10])[CH:28]=[CH2:29]. The yield is 0.500. (8) The reactants are [Si:1]([O:8][C@@H:9]1[C@H:13]([CH2:14][O:15][Si:16]([C:19]([CH3:22])([CH3:21])[CH3:20])([CH3:18])[CH3:17])[CH2:12][C@@H:11]([NH2:23])[CH2:10]1)([C:4]([CH3:7])([CH3:6])[CH3:5])([CH3:3])[CH3:2].[Cl:24][C:25]1[CH:30]=[C:29](Cl)[N:28]=[CH:27][N:26]=1.CCN(CC)CC. The catalyst is CCO. The product is [Si:1]([O:8][C@@H:9]1[C@H:13]([CH2:14][O:15][Si:16]([C:19]([CH3:22])([CH3:21])[CH3:20])([CH3:17])[CH3:18])[CH2:12][C@@H:11]([NH:23][C:29]2[CH:30]=[C:25]([Cl:24])[N:26]=[CH:27][N:28]=2)[CH2:10]1)([C:4]([CH3:7])([CH3:6])[CH3:5])([CH3:3])[CH3:2]. The yield is 0.570.